From a dataset of Reaction yield outcomes from USPTO patents with 853,638 reactions. Predict the reaction yield, written as a fraction of the theoretical maximum amount of product (1.0 means a 100% yield; for example, 0.34 means a 34% yield). (1) The reactants are [O:1]1[C:5]2([CH2:10][CH2:9][CH:8]([NH:11][C:12]3[N:16]=[C:15]([C:17]([F:20])([F:19])[F:18])[NH:14][N:13]=3)[CH2:7][CH2:6]2)[O:4][CH2:3][CH2:2]1.[C:21]([C:23]1[CH:28]=[CH:27][CH:26]=[CH:25][C:24]=1[C:29]1[CH:34]=[CH:33][C:32]([CH2:35][CH:36]([C:42](=O)[CH2:43][CH2:44][CH3:45])[C:37](OCC)=[O:38])=[CH:31][CH:30]=1)#[N:22].N12CCCN=C1CCCCC2. The catalyst is C(N(CC)C1C=CC=CC=1)C.C(OCC)(=O)C. The product is [O:1]1[C:5]2([CH2:10][CH2:9][CH:8]([N:11]3[C:37](=[O:38])[C:36]([CH2:35][C:32]4[CH:33]=[CH:34][C:29]([C:24]5[C:23]([C:21]#[N:22])=[CH:28][CH:27]=[CH:26][CH:25]=5)=[CH:30][CH:31]=4)=[C:42]([CH2:43][CH2:44][CH3:45])[N:13]4[N:14]=[C:15]([C:17]([F:20])([F:18])[F:19])[N:16]=[C:12]34)[CH2:7][CH2:6]2)[O:4][CH2:3][CH2:2]1. The yield is 0.410. (2) The reactants are [N:1]([CH2:4][CH2:5][O:6][C@@H:7]([C:21]1[CH:26]=[CH:25][CH:24]=[C:23]([F:27])[C:22]=1[C:28]1[CH:33]=[CH:32][CH:31]=[C:30]([CH3:34])[CH:29]=1)[C@@H:8]1[O:13][CH2:12][CH2:11][N:10]([C:14]([O:16][C:17]([CH3:20])([CH3:19])[CH3:18])=[O:15])[CH2:9]1)=[N+]=[N-].[H][H]. The catalyst is CCOC(C)=O.[Pd]. The product is [NH2:1][CH2:4][CH2:5][O:6][C@@H:7]([C:21]1[CH:26]=[CH:25][CH:24]=[C:23]([F:27])[C:22]=1[C:28]1[CH:33]=[CH:32][CH:31]=[C:30]([CH3:34])[CH:29]=1)[C@@H:8]1[O:13][CH2:12][CH2:11][N:10]([C:14]([O:16][C:17]([CH3:20])([CH3:19])[CH3:18])=[O:15])[CH2:9]1. The yield is 1.00. (3) The reactants are CN1CCOCC1.Cl.Cl.[CH3:10][N:11]1[C:23]2([CH2:28][CH2:27][NH:26][CH2:25][CH2:24]2)[C:15]2=[CH:16][CH:17]=[C:18]([C:19]([F:22])([F:21])[F:20])[N:14]2[CH2:13][CH2:12]1.[OH:29][C:30]1[CH:38]=[CH:37][C:33]([C:34](O)=[O:35])=[CH:32][C:31]=1[O:39][CH3:40].CCN=C=NCCCN(C)C.C1C=CC2N(O)N=NC=2C=1. The catalyst is CN(C=O)C. The product is [OH:29][C:30]1[CH:38]=[CH:37][C:33]([C:34]([N:26]2[CH2:27][CH2:28][C:23]3([N:11]([CH3:10])[CH2:12][CH2:13][N:14]4[C:18]([C:19]([F:22])([F:20])[F:21])=[CH:17][CH:16]=[C:15]34)[CH2:24][CH2:25]2)=[O:35])=[CH:32][C:31]=1[O:39][CH3:40]. The yield is 0.580. (4) The reactants are [C:1]([O:5][C:6]([N:8](C1CCCCC1)CC(O)=O)=[O:7])([CH3:4])([CH3:3])[CH3:2].B.[CH2:20]1[CH2:24][O:23][CH2:22][CH2:21]1. No catalyst specified. The product is [CH:20]1([CH:21]([NH:8][C:6](=[O:7])[O:5][C:1]([CH3:2])([CH3:4])[CH3:3])[CH2:22][OH:23])[CH2:24][CH2:22][CH2:21][CH2:20][CH2:24]1. The yield is 0.667. (5) The reactants are CC(OC)(C)C.[NH2:7][CH2:8][C@@H:9]([NH:18][C:19]([C:21]1[S:22][C:23]([Cl:33])=[C:24]([C:26]2[N:30]([CH3:31])[N:29]=[CH:28][C:27]=2[Cl:32])[CH:25]=1)=[O:20])[CH2:10][C:11]1[CH:16]=[CH:15][CH:14]=[C:13]([F:17])[CH:12]=1.Cl.O1CCOCC1. The catalyst is C(#N)C. The product is [ClH:32].[NH2:7][CH2:8][C@@H:9]([NH:18][C:19]([C:21]1[S:22][C:23]([Cl:33])=[C:24]([C:26]2[N:30]([CH3:31])[N:29]=[CH:28][C:27]=2[Cl:32])[CH:25]=1)=[O:20])[CH2:10][C:11]1[CH:16]=[CH:15][CH:14]=[C:13]([F:17])[CH:12]=1. The yield is 0.736. (6) The reactants are Cl[CH2:2][C:3]1[CH:8]=[C:7]([C:9]([F:12])([F:11])[F:10])[CH:6]=[C:5]([N+:13]([O-:15])=[O:14])[CH:4]=1.[Na+].[CH3:17][S:18]([O-:20])=[O:19]. The catalyst is CO. The product is [CH3:17][S:18]([CH2:2][C:3]1[CH:8]=[C:7]([C:9]([F:12])([F:11])[F:10])[CH:6]=[C:5]([N+:13]([O-:15])=[O:14])[CH:4]=1)(=[O:20])=[O:19]. The yield is 0.850.